From a dataset of Reaction yield outcomes from USPTO patents with 853,638 reactions. Predict the reaction yield, written as a fraction of the theoretical maximum amount of product (1.0 means a 100% yield; for example, 0.34 means a 34% yield). (1) The reactants are [C:1](#[N:5])[CH:2]([CH3:4])[CH3:3].C([N-]C(C)C)(C)C.[Li+].[C:14]([O:18][C:19]([N:21]1[CH2:25][CH2:24][CH:23]([CH:26](S(C2C=CC=CC=2)(=O)=O)[NH:27][C:28]([O:30][C:31]([CH3:34])([CH3:33])[CH3:32])=[O:29])[CH2:22]1)=[O:20])([CH3:17])([CH3:16])[CH3:15].C(Cl)Cl.CO. The catalyst is C1COCC1.C1CCCCC1. The product is [C:14]([O:18][C:19]([N:21]1[CH2:25][CH2:24][CH:23]([CH:26]([NH:27][C:28]([O:30][C:31]([CH3:32])([CH3:33])[CH3:34])=[O:29])[C:2]([C:1]#[N:5])([CH3:4])[CH3:3])[CH2:22]1)=[O:20])([CH3:15])([CH3:16])[CH3:17]. The yield is 0.910. (2) The reactants are [NH2:1][C:2]([NH2:4])=[S:3].Br[CH:6]([C:12](=O)[CH2:13][CH3:14])[C:7]([O:9][CH2:10][CH3:11])=[O:8].[NH4+].[OH-]. The catalyst is C(O)C. The product is [NH2:1][C:2]1[S:3][C:6]([C:7]([O:9][CH2:10][CH3:11])=[O:8])=[C:12]([CH2:13][CH3:14])[N:4]=1. The yield is 0.940. (3) The reactants are [NH2:1][C:2]1[CH:7]=[C:6](Cl)[CH:5]=[CH:4][N:3]=1.[F:9][C:10]1[CH:15]=[C:14]([N+:16]([O-:18])=[O:17])[CH:13]=[CH:12][C:11]=1[OH:19].C(N(CC)C(C)C)(C)C. The catalyst is CN1CCCC1=O. The product is [NH2:1][C:2]1[CH:7]=[C:6]([O:19][C:11]2[CH:12]=[CH:13][C:14]([N+:16]([O-:18])=[O:17])=[CH:15][C:10]=2[F:9])[CH:5]=[CH:4][N:3]=1. The yield is 0.200. (4) The reactants are Cl[C:2]1[CH:3]=[CH:4][C:5]2[C:15]3[C:10](=[CH:11][N:12]=[CH:13][CH:14]=3)[CH:9]([CH:16]=[CH2:17])[O:8][C:6]=2[CH:7]=1.[OH:18][CH2:19][C@@H:20]([N:25]1[C:33](=[O:34])[C:32]2[C:27](=[CH:28][CH:29]=[CH:30][CH:31]=2)[C:26]1=[O:35])[CH2:21][CH:22]([CH3:24])[CH3:23].C(P(C(C)(C)C)C1(C(C)C)CC(C(C)C)=CC(C(C)C)=C1C1C=CC=CC=1)(C)(C)C.C(=O)([O-])[O-].[Cs+].[Cs+]. The catalyst is C1(C)C=CC=CC=1.C([O-])(=O)C.[Pd+2].C([O-])(=O)C. The product is [CH3:23][CH:22]([CH3:24])[CH2:21][C@H:20]([N:25]1[C:26](=[O:35])[C:27]2[C:32](=[CH:31][CH:30]=[CH:29][CH:28]=2)[C:33]1=[O:34])[CH2:19][O:18][C:2]1[CH:3]=[CH:4][C:5]2[C:15]3[C:10](=[CH:11][N:12]=[CH:13][CH:14]=3)[CH:9]([CH:16]=[CH2:17])[O:8][C:6]=2[CH:7]=1. The yield is 0.400. (5) The reactants are [CH2:1]([N:3]1[CH:8]([CH3:9])[C:7]([CH3:11])([CH3:10])[O:6][C:5](=[O:12])[CH2:4]1)[CH3:2].C[Si]([N-][Si](C)(C)C)(C)C.[Li+].Br[CH2:24][C:25]([O:27][C:28]([CH3:31])([CH3:30])[CH3:29])=[O:26]. The catalyst is O1CCCC1. The product is [CH2:1]([N:3]1[CH:8]([CH3:9])[C:7]([CH3:10])([CH3:11])[O:6][C:5](=[O:12])[CH:4]1[CH2:24][C:25]([O:27][C:28]([CH3:31])([CH3:30])[CH3:29])=[O:26])[CH3:2]. The yield is 0.800. (6) The reactants are FC(F)(F)C(O)=O.C(OC([N:15]1[CH2:21][CH2:20][CH2:19][CH:18]([N:22]([CH2:28][C:29]2[CH:34]=[C:33]([C:35]([F:38])([F:37])[F:36])[CH:32]=[C:31]([C:39]([F:42])([F:41])[F:40])[CH:30]=2)[C:23]2[NH:27][N:26]=[N:25][N:24]=2)[C:17]2[CH:43]=[C:44]([CH3:51])[C:45]([C:47]([F:50])([F:49])[F:48])=[CH:46][C:16]1=2)=O)(C)(C)C.C(=O)([O-])[O-].[Na+].[Na+]. The catalyst is ClCCl. The product is [F:42][C:39]([F:40])([F:41])[C:31]1[CH:30]=[C:29]([CH:34]=[C:33]([C:35]([F:36])([F:37])[F:38])[CH:32]=1)[CH2:28][N:22]([CH:18]1[CH2:19][CH2:20][CH2:21][NH:15][C:16]2[CH:46]=[C:45]([C:47]([F:48])([F:49])[F:50])[C:44]([CH3:51])=[CH:43][C:17]1=2)[C:23]1[NH:27][N:26]=[N:25][N:24]=1. The yield is 0.850. (7) The reactants are [Cl:1][C:2]1[CH:3]=[C:4]([CH:8]=[CH:9][N:10]=1)[C:5]([OH:7])=O.ON1C2C=CC=CC=2N=N1.Cl.CN(C)CCCN=C=NCC.[CH2:33]([NH:36][CH2:37][CH2:38][CH3:39])[CH2:34][CH3:35].C(N(CC)CC)C. The catalyst is ClCCl. The product is [Cl:1][C:2]1[CH:3]=[C:4]([CH:8]=[CH:9][N:10]=1)[C:5]([N:36]([CH2:37][CH2:38][CH3:39])[CH2:33][CH2:34][CH3:35])=[O:7]. The yield is 0.760.